Dataset: Reaction yield outcomes from USPTO patents with 853,638 reactions. Task: Predict the reaction yield, written as a fraction of the theoretical maximum amount of product (1.0 means a 100% yield; for example, 0.34 means a 34% yield). (1) The reactants are [CH:1]1([C:4]([C:6]2[S:7][C:8]([C:11]3[CH:16]=[CH:15][CH:14]=[C:13]([NH:17][C:18]4[N:23]=[C:22]([C:24]([F:27])([F:26])[F:25])[CH:21]=[CH:20][N:19]=4)[CH:12]=3)=[CH:9][N:10]=2)=[O:5])[CH2:3][CH2:2]1.[F:28][C:29]([Si](C)(C)C)([F:31])[F:30].[F-].C[N+](C)(C)C.CC([O-])(C)C.[K+].CCCC[N+](CCCC)(CCCC)CCCC.[F-].Cl. The catalyst is O1CCCC1.CCCC[N+](CCCC)(CCCC)CCCC.[F-].CCOCC. The product is [CH:1]1([C:4]([C:6]2[S:7][C:8]([C:11]3[CH:16]=[CH:15][CH:14]=[C:13]([NH:17][C:18]4[N:23]=[C:22]([C:24]([F:25])([F:26])[F:27])[CH:21]=[CH:20][N:19]=4)[CH:12]=3)=[CH:9][N:10]=2)([OH:5])[C:29]([F:31])([F:30])[F:28])[CH2:3][CH2:2]1. The yield is 0.672. (2) The reactants are [Cl:1][C:2]1[C:19]([F:20])=[CH:18][CH:17]=[C:16]([F:21])[C:3]=1[CH2:4][N:5]1[CH2:10][CH2:9][NH:8][C:7]2[N:11]=[CH:12][C:13](I)=[CH:14][C:6]1=2.[CH3:22][CH:23]([CH3:34])[CH2:24][CH2:25][N:26]1[CH:30]=[C:29](B(O)O)[CH:28]=[N:27]1. No catalyst specified. The product is [Cl:1][C:2]1[C:19]([F:20])=[CH:18][CH:17]=[C:16]([F:21])[C:3]=1[CH2:4][N:5]1[CH2:10][CH2:9][NH:8][C:7]2[N:11]=[CH:12][C:13]([C:29]3[CH:28]=[N:27][N:26]([CH2:25][CH2:24][CH:23]([CH3:34])[CH3:22])[CH:30]=3)=[CH:14][C:6]1=2. The yield is 0.210. (3) The reactants are [CH2:1](Cl)[CH2:2][OH:3].[F:5][C:6]([F:14])([F:13])[C:7]([C:9]([F:12])([F:11])[F:10])=[O:8].COC(C)(C)C.C(=O)([O-])[O-].[K+].[K+]. The catalyst is O. The product is [F:5][C:6]([F:14])([F:13])[C:7]1([C:9]([F:12])([F:11])[F:10])[O:3][CH2:2][CH2:1][O:8]1. The yield is 0.620. (4) The reactants are [Cl:1][C:2]1[CH:3]=[C:4]([C@@H:12]([CH2:30][CH:31]2[CH2:35][CH2:34][CH2:33][CH2:32]2)[C:13]([NH:15][C:16]2[N:17]=[CH:18][C:19]([C:22]([O:24][NH:25]/[C:26](=[N:28]\[H])/[CH3:27])=O)=[N:20][CH:21]=2)=[O:14])[CH:5]=[CH:6][C:7]=1[S:8]([CH3:11])(=[O:10])=[O:9]. The catalyst is C1(C)C=CC=CC=1. The product is [Cl:1][C:2]1[CH:3]=[C:4]([C@@H:12]([CH2:30][CH:31]2[CH2:32][CH2:33][CH2:34][CH2:35]2)[C:13]([NH:15][C:16]2[CH:21]=[N:20][C:19]([C:22]3[O:24][N:25]=[C:26]([CH3:27])[N:28]=3)=[CH:18][N:17]=2)=[O:14])[CH:5]=[CH:6][C:7]=1[S:8]([CH3:11])(=[O:9])=[O:10]. The yield is 0.130. (5) The reactants are Br.[NH2:2][C:3]1[C:11]([OH:12])=[CH:10][CH:9]=[CH:8][C:4]=1[C:5]([OH:7])=[O:6].[C:13](Cl)(=O)[CH3:14].C(N(CC)CC)C.O.C1(C)C=CC(S(O)(=O)=O)=CC=1. The catalyst is ClCCl.O. The product is [CH3:13][C:14]1[O:12][C:11]2[C:3](=[C:4]([C:5]([OH:7])=[O:6])[CH:8]=[CH:9][CH:10]=2)[N:2]=1. The yield is 0.640.